From a dataset of Full USPTO retrosynthesis dataset with 1.9M reactions from patents (1976-2016). Predict the reactants needed to synthesize the given product. (1) Given the product [C:1]([O:5][C:6]([N:8]1[CH2:9][CH:10]([NH:22][S:24]([CH3:23])(=[O:26])=[O:25])[C@@H:11]([NH:13][C:14]([C:16]2[S:17][C:18]([Cl:21])=[CH:19][CH:20]=2)=[O:15])[CH2:12]1)=[O:7])([CH3:4])([CH3:2])[CH3:3], predict the reactants needed to synthesize it. The reactants are: [C:1]([O:5][C:6]([N:8]1[CH2:12][CH:11]([NH:13][C:14]([C:16]2[S:17][C:18]([Cl:21])=[CH:19][CH:20]=2)=[O:15])[C@@H:10]([NH2:22])[CH2:9]1)=[O:7])([CH3:4])([CH3:3])[CH3:2].[CH3:23][S:24](Cl)(=[O:26])=[O:25]. (2) Given the product [N:1]1[C:10]2[C:5](=[CH:6][CH:7]=[CH:8][CH:9]=2)[CH:4]=[CH:3][C:2]=1[NH:11][CH:12]1[CH2:13][CH2:14][CH:15]([NH:18][CH2:24][C:21]2[CH:22]=[CH:23][S:19][CH:20]=2)[CH2:16][CH2:17]1, predict the reactants needed to synthesize it. The reactants are: [N:1]1[C:10]2[C:5](=[CH:6][CH:7]=[CH:8][CH:9]=2)[CH:4]=[CH:3][C:2]=1[NH:11][CH:12]1[CH2:17][CH2:16][CH:15]([NH2:18])[CH2:14][CH2:13]1.[S:19]1[CH:23]=[CH:22][C:21]([CH:24]=O)=[CH:20]1. (3) Given the product [Cl:1][C:2]1[CH:6]=[C:5]([C:7]([NH:21][CH2:20][CH2:19][N:14]2[CH2:18][CH2:17][CH2:16][CH2:15]2)=[O:8])[NH:4][C:3]=1[C:10]([O:12][CH3:13])=[O:11], predict the reactants needed to synthesize it. The reactants are: [Cl:1][C:2]1[CH:6]=[C:5]([C:7](Cl)=[O:8])[NH:4][C:3]=1[C:10]([O:12][CH3:13])=[O:11].[N:14]1([CH2:19][CH2:20][NH2:21])[CH2:18][CH2:17][CH2:16][CH2:15]1.C([O-])(O)=O.[Na+]. (4) Given the product [CH3:1][C:2]1[CH:9]=[CH:8][CH:7]=[CH:6][C:3]=1[CH2:4][NH:10][C:11]1[CH:12]=[C:13]([CH:26]=[C:27]([O:29][CH2:30][CH2:31][C:32]2[S:36][CH:35]=[N:34][C:33]=2[CH3:37])[CH:28]=1)[C:14]([NH:16][C:17]1[CH:22]=[CH:21][C:20]([C:23]([OH:25])=[O:24])=[CH:19][N:18]=1)=[O:15], predict the reactants needed to synthesize it. The reactants are: [CH3:1][C:2]1[CH:9]=[CH:8][CH:7]=[CH:6][C:3]=1[CH:4]=O.[NH2:10][C:11]1[CH:12]=[C:13]([CH:26]=[C:27]([O:29][CH2:30][CH2:31][C:32]2[S:36][CH:35]=[N:34][C:33]=2[CH3:37])[CH:28]=1)[C:14]([NH:16][C:17]1[CH:22]=[CH:21][C:20]([C:23]([OH:25])=[O:24])=[CH:19][N:18]=1)=[O:15].C([BH3-])#N.[Na+]. (5) Given the product [C:1]([O:5][C:6]([N:8]1[CH2:13][CH2:12][CH:11]([S:14]([C:17]2[CH:22]=[CH:21][C:20]([NH:27][C:24](=[O:26])[CH3:25])=[CH:19][CH:18]=2)(=[O:16])=[O:15])[CH2:10][CH2:9]1)=[O:7])([CH3:4])([CH3:3])[CH3:2], predict the reactants needed to synthesize it. The reactants are: [C:1]([O:5][C:6]([N:8]1[CH2:13][CH2:12][CH:11]([S:14]([C:17]2[CH:22]=[CH:21][C:20](Br)=[CH:19][CH:18]=2)(=[O:16])=[O:15])[CH2:10][CH2:9]1)=[O:7])([CH3:4])([CH3:3])[CH3:2].[C:24]([NH2:27])(=[O:26])[CH3:25].CC1(C)C2C(=C(P(C3C=CC=CC=3)C3C=CC=CC=3)C=CC=2)OC2C(P(C3C=CC=CC=3)C3C=CC=CC=3)=CC=CC1=2.C(=O)([O-])[O-].[Cs+].[Cs+].